From a dataset of TCR-epitope binding with 47,182 pairs between 192 epitopes and 23,139 TCRs. Binary Classification. Given a T-cell receptor sequence (or CDR3 region) and an epitope sequence, predict whether binding occurs between them. (1) The epitope is LLWNGPMAV. The TCR CDR3 sequence is CASSYTGTGSQPQHF. Result: 1 (the TCR binds to the epitope). (2) The epitope is FLPRVFSAV. The TCR CDR3 sequence is CASSNTLASTGELFF. Result: 1 (the TCR binds to the epitope). (3) Result: 0 (the TCR does not bind to the epitope). The TCR CDR3 sequence is CASSSPGHEQFF. The epitope is FLNRFTTTL. (4) The epitope is HTTDPSFLGRY. The TCR CDR3 sequence is CASSQYRTGTSGRSHTGELFF. Result: 1 (the TCR binds to the epitope). (5) The epitope is RPRGEVRFL. The TCR CDR3 sequence is CASSLVGSKNIQYF. Result: 0 (the TCR does not bind to the epitope).